From a dataset of Catalyst prediction with 721,799 reactions and 888 catalyst types from USPTO. Predict which catalyst facilitates the given reaction. (1) Reactant: [C:1]([N:4]1[C:13]2[C:8](=[CH:9][C:10](Br)=[CH:11][CH:12]=2)[C@H:7]([NH:15]C(=O)OCC2C=CC=CC=2)[C@@H:6]([CH3:26])[C@@H:5]1[CH:27]1[CH2:29][CH2:28]1)(=[O:3])[CH3:2].C([O-])=O.[NH4+].C(O)C. Product: [NH2:15][C@H:7]1[C:8]2[C:13](=[CH:12][CH:11]=[CH:10][CH:9]=2)[N:4]([C:1](=[O:3])[CH3:2])[C@@H:5]([CH:27]2[CH2:29][CH2:28]2)[C@@H:6]1[CH3:26]. The catalyst class is: 153. (2) Reactant: [Cl:1][C:2]1[CH:3]=[C:4]([CH:26]=[CH:27][C:28]=1[Cl:29])[CH2:5][N:6]1[CH2:11][CH2:10][O:9][C@@H:8]([CH2:12][NH:13][C:14](=[O:25])OC2C=CC([N+]([O-])=O)=CC=2)[CH2:7]1.[CH2:30]([NH2:33])[C:31]#[CH:32].ClCCl. Product: [Cl:1][C:2]1[CH:3]=[C:4]([CH:26]=[CH:27][C:28]=1[Cl:29])[CH2:5][N:6]1[CH2:11][CH2:10][O:9][C@@H:8]([CH2:12][NH:13][C:14]([NH:33][CH2:30][C:31]#[CH:32])=[O:25])[CH2:7]1. The catalyst class is: 66. (3) Reactant: [Cl:1][C:2]1[CH:10]=[C:9]([NH:11][C:12](=[O:52])[C@@H:13]([NH:34][C:35]([C@H:37]2[CH2:42][CH2:41][C@H:40]([CH2:43][NH:44]C(=O)OC(C)(C)C)[CH2:39][CH2:38]2)=[O:36])[CH2:14][C:15]2[CH:20]=[CH:19][C:18]([C:21]3[CH:26]=[CH:25][C:24]([C:27](=[O:32])[NH:28][CH:29]([CH3:31])[CH3:30])=[CH:23][C:22]=3[CH3:33])=[CH:17][CH:16]=2)[CH:8]=[C:7]2[C:3]=1[CH:4]=[N:5][NH:6]2.Cl. Product: [ClH:1].[NH2:44][CH2:43][C@H:40]1[CH2:39][CH2:38][C@H:37]([C:35]([NH:34][C@H:13]([C:12]([NH:11][C:9]2[CH:8]=[C:7]3[C:3]([CH:4]=[N:5][NH:6]3)=[C:2]([Cl:1])[CH:10]=2)=[O:52])[CH2:14][C:15]2[CH:16]=[CH:17][C:18]([C:21]3[CH:26]=[CH:25][C:24]([C:27]([NH:28][CH:29]([CH3:30])[CH3:31])=[O:32])=[CH:23][C:22]=3[CH3:33])=[CH:19][CH:20]=2)=[O:36])[CH2:42][CH2:41]1. The catalyst class is: 169.